Dataset: Forward reaction prediction with 1.9M reactions from USPTO patents (1976-2016). Task: Predict the product of the given reaction. (1) Given the reactants [C:1]1([CH:8]=[CH:7][CH:6]=[C:4]([OH:5])[CH:3]=1)O.F[C:10]1[CH:15]=[CH:14][CH:13]=[C:12]([F:16])[CH:11]=1.[C:17](=[O:20])([O-])[O-].[K+].[K+], predict the reaction product. The product is: [F:16][C:12]1[CH:11]=[C:10]([CH:15]=[CH:14][CH:13]=1)[O:5][C:4]1[CH:6]=[CH:7][CH:8]=[C:1]([O:20][C:17]2[CH:15]=[CH:10][CH:11]=[C:12]([F:16])[CH:13]=2)[CH:3]=1. (2) The product is: [OH:8][CH2:7][C@H:5]1[N:4]([C:12]([C:13]2[CH:18]=[C:17]([CH3:19])[CH:16]=[CH:15][C:14]=2[N:20]2[N:24]=[CH:23][CH:22]=[N:21]2)=[O:25])[CH2:3][C@H:2]([CH3:1])[O:6]1. Given the reactants [CH3:1][C@@H:2]1[O:6][CH:5]([C:7](OCC)=[O:8])[N:4]([C:12](=[O:25])[C:13]2[CH:18]=[C:17]([CH3:19])[CH:16]=[CH:15][C:14]=2[N:20]2[N:24]=[CH:23][CH:22]=[N:21]2)[CH2:3]1.OCC1N(C(C2C=C(C)C=CC=2N2N=CC=N2)=O)CC(C)O1, predict the reaction product.